Task: Predict the reactants needed to synthesize the given product.. Dataset: Full USPTO retrosynthesis dataset with 1.9M reactions from patents (1976-2016) (1) Given the product [CH3:25][S:26][C:2]1[CH:7]=[CH:6][C:5]([CH:8]([CH2:12][CH:13]2[CH2:18][CH2:17][CH2:16][CH2:15][O:14]2)[C:9]([OH:11])=[O:10])=[CH:4][C:3]=1[C:19]([F:22])([F:21])[F:20], predict the reactants needed to synthesize it. The reactants are: F[C:2]1[CH:7]=[CH:6][C:5]([CH:8]([CH2:12][CH:13]2[CH2:18][CH2:17][CH2:16][CH2:15][O:14]2)[C:9]([OH:11])=[O:10])=[CH:4][C:3]=1[C:19]([F:22])([F:21])[F:20].[H-].[Na+].[CH3:25][S-:26].[Na+]. (2) Given the product [Br:13][C:14]1[CH:15]=[CH:16][C:17]2[N:18]([CH:20]=[C:21]([C:23]([NH:8][C:7]3[CH:9]=[CH:10][C:4]([O:3][C:2]([F:11])([F:12])[F:1])=[CH:5][CH:6]=3)=[O:24])[N:22]=2)[CH:19]=1, predict the reactants needed to synthesize it. The reactants are: [F:1][C:2]([F:12])([F:11])[O:3][C:4]1[CH:10]=[CH:9][C:7]([NH2:8])=[CH:6][CH:5]=1.[Br:13][C:14]1[CH:15]=[CH:16][C:17]2[N:18]([CH:20]=[C:21]([C:23](OCC)=[O:24])[N:22]=2)[CH:19]=1. (3) Given the product [F:1][C:2]1[C:7]([O:8][CH3:9])=[CH:6][C:5]([O:10][CH3:11])=[C:4]([F:12])[C:3]=1[N:13]1[CH2:18][C:17]2[CH:19]=[N:20][C:21]([C:23]3[C:24]([CH3:28])=[N:25][N:26]([CH2:40][C:41]4[CH:42]=[N:43][CH:44]=[CH:45][CH:46]=4)[CH:27]=3)=[CH:22][C:16]=2[N:15]([CH2:29][CH3:30])[C:14]1=[O:31], predict the reactants needed to synthesize it. The reactants are: [F:1][C:2]1[C:7]([O:8][CH3:9])=[CH:6][C:5]([O:10][CH3:11])=[C:4]([F:12])[C:3]=1[N:13]1[CH2:18][C:17]2[CH:19]=[N:20][C:21]([C:23]3[C:24]([CH3:28])=[N:25][NH:26][CH:27]=3)=[CH:22][C:16]=2[N:15]([CH2:29][CH3:30])[C:14]1=[O:31].C(=O)([O-])[O-].[Cs+].[Cs+].Br.Br[CH2:40][C:41]1[CH:42]=[N:43][CH:44]=[CH:45][CH:46]=1. (4) Given the product [Br:1][C:2]1[CH:3]=[C:4]([F:12])[C:5]([NH:9][C:10]([NH:27][NH:26][C:24](=[O:25])[CH2:23][C@@H:20]2[CH2:21][CH2:22][N:18]([C:16]([CH:13]3[CH2:15][CH2:14]3)=[O:17])[CH2:19]2)=[O:11])=[C:6]([F:8])[CH:7]=1, predict the reactants needed to synthesize it. The reactants are: [Br:1][C:2]1[CH:3]=[C:4]([F:12])[C:5]([N:9]=[C:10]=[O:11])=[C:6]([F:8])[CH:7]=1.[CH:13]1([C:16]([N:18]2[CH2:22][CH2:21][C@@H:20]([CH2:23][C:24]([NH:26][NH2:27])=[O:25])[CH2:19]2)=[O:17])[CH2:15][CH2:14]1. (5) Given the product [CH:41]1[C:42]2[C:37](=[C:36]([NH:35][C:1]([NH:32][C@@H:29]3[CH2:30][CH2:31][N:27]([C:24]4[CH:23]=[CH:22][C:21]([C:20]([F:19])([F:33])[F:34])=[CH:26][N:25]=4)[CH2:28]3)=[O:2])[CH:45]=[CH:44][CH:43]=2)[CH:38]=[CH:39][N:40]=1, predict the reactants needed to synthesize it. The reactants are: [C:1](OC(OC(OC(C)(C)C)=O)=O)(OC(C)(C)C)=[O:2].[F:19][C:20]([F:34])([F:33])[C:21]1[CH:22]=[CH:23][C:24]([N:27]2[CH2:31][CH2:30][C@@H:29]([NH2:32])[CH2:28]2)=[N:25][CH:26]=1.[NH2:35][C:36]1[CH:45]=[CH:44][CH:43]=[C:42]2[C:37]=1[CH:38]=[CH:39][N:40]=[CH:41]2. (6) Given the product [CH2:1]([S:3](=[N:29][C:30]([NH2:31])=[O:33])([C:5]1[C:6]([C:15]2[N:27]([CH3:28])[C:18]3=[N:19][CH:20]=[C:21]([C:23]([F:24])([F:26])[F:25])[CH:22]=[C:17]3[N:16]=2)=[N:7][CH:8]=[C:9]([C:11]([F:14])([F:13])[F:12])[CH:10]=1)=[O:4])[CH3:2], predict the reactants needed to synthesize it. The reactants are: [CH2:1]([S:3](=[N:29][C:30]#[N:31])([C:5]1[C:6]([C:15]2[N:27]([CH3:28])[C:18]3=[N:19][CH:20]=[C:21]([C:23]([F:26])([F:25])[F:24])[CH:22]=[C:17]3[N:16]=2)=[N:7][CH:8]=[C:9]([C:11]([F:14])([F:13])[F:12])[CH:10]=1)=[O:4])[CH3:2].S(=O)(=O)(O)[OH:33].[OH-].[Na+]. (7) Given the product [CH:1]([CH:4]1[C:9]([O:10][CH3:11])=[N:8][CH:7]([CH2:12][CH2:13][O:23][CH2:24][C:25]([F:28])([F:27])[F:26])[C:6]([O:18][CH3:19])=[N:5]1)([CH3:2])[CH3:3], predict the reactants needed to synthesize it. The reactants are: [CH:1]([CH:4]1[C:9]([O:10][CH3:11])=[N:8][CH:7]([CH2:12][CH2:13]C(F)(F)F)[C:6]([O:18][CH3:19])=[N:5]1)([CH3:3])[CH3:2].BrCC[O:23][CH2:24][C:25]([F:28])([F:27])[F:26]. (8) Given the product [Cl:24][C:25]([Cl:29])([Cl:28])[C:26]1[N:27]=[C:26]([C:25]([Cl:29])([Cl:28])[Cl:24])[N:27]=[C:1]([C:3]2[CH:4]=[CH:5][C:6]([S:9][CH2:10][C:11]([O:13][CH:14]3[CH2:19][CH2:18][CH2:17][CH2:16][CH2:15]3)=[O:12])=[CH:7][CH:8]=2)[N:2]=1, predict the reactants needed to synthesize it. The reactants are: [C:1]([C:3]1[CH:8]=[CH:7][C:6]([S:9][CH2:10][C:11]([O:13][CH:14]2[CH2:19][CH2:18][CH2:17][CH2:16][CH2:15]2)=[O:12])=[CH:5][CH:4]=1)#[N:2].[Al](Br)(Br)Br.[Cl:24][C:25]([Cl:29])([Cl:28])[C:26]#[N:27]. (9) Given the product [C:9]([O:8][CH2:7][CH2:6][CH2:5][CH2:4][CH2:3][CH2:2][Cl:1])(=[O:11])[CH3:10], predict the reactants needed to synthesize it. The reactants are: [Cl:1][CH2:2][CH2:3][CH2:4][CH2:5][CH2:6][CH2:7][OH:8].[C:9](O)(=[O:11])[CH3:10].N1C=CC=CC=1.O.